This data is from Full USPTO retrosynthesis dataset with 1.9M reactions from patents (1976-2016). The task is: Predict the reactants needed to synthesize the given product. (1) Given the product [Cl:1][CH2:2][CH2:3][CH2:4][CH2:5][O:6][C:7]1[CH:8]=[CH:9][C:10]([NH2:27])=[C:11]([CH2:13][S:14]([C:17]2[C:26]3[C:21](=[CH:22][CH:23]=[CH:24][CH:25]=3)[CH:20]=[CH:19][CH:18]=2)(=[O:16])=[O:15])[CH:12]=1, predict the reactants needed to synthesize it. The reactants are: [Cl:1][CH2:2][CH2:3][CH2:4][CH2:5][O:6][C:7]1[CH:8]=[CH:9][C:10]([N+:27]([O-])=O)=[C:11]([CH2:13][S:14]([C:17]2[C:26]3[C:21](=[CH:22][CH:23]=[CH:24][CH:25]=3)[CH:20]=[CH:19][CH:18]=2)(=[O:16])=[O:15])[CH:12]=1.C(O)=O. (2) Given the product [F:20][C:16]1[CH:15]=[C:14]([C:12]2[O:9][N:8]=[C:7]([C:6]3[CH:5]=[N:4][CH:3]=[C:2]([F:1])[CH:11]=3)[CH:13]=2)[CH:19]=[CH:18][CH:17]=1, predict the reactants needed to synthesize it. The reactants are: [F:1][C:2]1[CH:3]=[N:4][CH:5]=[C:6]([CH:11]=1)[C:7](Cl)=[N:8][OH:9].[C:12]([C:14]1[CH:19]=[CH:18][CH:17]=[C:16]([F:20])[CH:15]=1)#[CH:13].N. (3) Given the product [F:1][C:2]1[CH:23]=[CH:22][C:5]([CH2:6][O:7][CH2:8][C:9]([NH:11][CH2:12][CH2:13][CH2:14][C:15]2[CH:16]=[CH:17][C:18]([O:21][C@@H:46]3[CH2:45][CH2:44][N:43]([C:36]([O:38][C:39]([CH3:42])([CH3:41])[CH3:40])=[O:37])[CH2:47]3)=[CH:19][CH:20]=2)=[O:10])=[CH:4][CH:3]=1, predict the reactants needed to synthesize it. The reactants are: [F:1][C:2]1[CH:23]=[CH:22][C:5]([CH2:6][O:7][CH2:8][C:9]([NH:11][CH2:12][CH2:13][CH2:14][C:15]2[CH:20]=[CH:19][C:18]([OH:21])=[CH:17][CH:16]=2)=[O:10])=[CH:4][CH:3]=1.CCOC(/N=N/C(OCC)=O)=O.[C:36]([N:43]1[CH2:47][CH2:46][C@H:45](O)[CH2:44]1)([O:38][C:39]([CH3:42])([CH3:41])[CH3:40])=[O:37].